This data is from Human Reference Interactome with 51,813 positive PPI pairs across 8,248 proteins, plus equal number of experimentally-validated negative pairs. The task is: Binary Classification. Given two protein amino acid sequences, predict whether they physically interact or not. Protein 1 (ENSG00000183621) has sequence MDSESNIPSGTIQSRKGLQNKSQFRTIAPKIVPKVLTSRMLPCHSPSRSDQVNLGPSINSKLLGMSTQNYALMQVAGQEGTFSLVALPHVASAQPIQKPRMSLPENLKLPIPRYQPPRNSKASRKKPILIFPKSGCSKAPAQTQMCPQMSPSPPHHPELLYKPSPFEEVPSLEQAPASISTAALTNGSDHGDLRPPVTNTHGSLNPPATPASSTPEEPAKQDLTALSGKAHFVSKITSSKPSAVASEKFKEQVDLAKTMTNLSPTILGNAVQLISSVPKGKLPIPPYSRMKTMEVYKIKS.... Protein 2 (ENSG00000196459) has sequence MSGSFYFVIVGHHDNPVFEMEFLPAGKAESKDDHRHLNQFIAHAALDLVDENMWLSNNMYLKTVDKFNEWFVSAFVTAGHMRFIMLHDIRQEDGIKNFFTDVYDLYIKFSMNPFYEPNSPIRSSAFDRKVQFLGKKHLLS*MSSWKQDRSGLRSTELNVLEYQPLCAVRSHILKTMSGSFYFVIVGHHDNPVFEMEFLPAGKAESKDDHRHLNQFIAHAALDLVDENMWLSNNMYLKTVDKFNEWFVSAFVTAGHMRFIMLHDIRQEDGIKNFFTDVYDLYIKFSMNPFYEPNSPIRSSA.... Result: 1 (the proteins interact).